Dataset: Full USPTO retrosynthesis dataset with 1.9M reactions from patents (1976-2016). Task: Predict the reactants needed to synthesize the given product. (1) Given the product [Cl:1][C:2]1[S:6][C:5]([C:7]2[N:8]([CH2:17][C:18]3[CH:23]=[CH:22][CH:21]=[CH:20][C:19]=3[F:24])[C:9](=[O:16])[N:10]([CH2:12][C:13]([NH:58][C:55]([CH3:57])([C:51]3[CH:52]=[CH:53][CH:54]=[C:49]([C:48]([F:59])([F:60])[F:47])[CH:50]=3)[CH3:56])=[O:14])[CH:11]=2)=[CH:4][CH:3]=1, predict the reactants needed to synthesize it. The reactants are: [Cl:1][C:2]1[S:6][C:5]([C:7]2[N:8]([CH2:17][C:18]3[CH:23]=[CH:22][CH:21]=[CH:20][C:19]=3[F:24])[C:9](=[O:16])[N:10]([CH2:12][C:13](O)=[O:14])[CH:11]=2)=[CH:4][CH:3]=1.C1C=CC2N(O)N=NC=2C=1.CCN=C=NCCCN(C)C.Cl.[F:47][C:48]([F:60])([F:59])[C:49]1[CH:50]=[C:51]([C:55]([NH2:58])([CH3:57])[CH3:56])[CH:52]=[CH:53][CH:54]=1. (2) Given the product [CH3:26][S:27]([CH:20]1[NH:19][CH2:18][C:16]2=[C:15]3[C:11](=[C:10]([C:22]([F:25])([F:24])[F:23])[C:9]([CH2:1][CH2:2][C:3]4[CH:4]=[CH:5][CH:6]=[CH:7][CH:8]=4)=[CH:17]2)[CH:12]=[CH:13][N:14]3[CH2:21]1)(=[O:29])=[O:28], predict the reactants needed to synthesize it. The reactants are: [CH2:1]([C:9]1[C:10]([C:22]([F:25])([F:24])[F:23])=[C:11]2[C:15]3=[C:16]([CH2:18][NH:19][CH2:20][CH2:21][N:14]3[CH:13]=[CH:12]2)[CH:17]=1)[CH2:2][C:3]1[CH:8]=[CH:7][CH:6]=[CH:5][CH:4]=1.[CH3:26][S:27](Cl)(=[O:29])=[O:28].C(N(C(C)C)CC)(C)C. (3) Given the product [CH2:17]([O:24][C:25]1[CH:30]=[CH:29][C:28]([CH2:31][N:8]([N:6]2[CH:5]=[N:4][N:3]=[CH:7]2)[C:9]2[CH:10]=[CH:11][C:12]([C:13]#[N:14])=[CH:15][CH:16]=2)=[CH:27][C:26]=1[F:33])[C:18]1[CH:19]=[CH:20][CH:21]=[CH:22][CH:23]=1, predict the reactants needed to synthesize it. The reactants are: [H-].[Na+].[N:3]1[N:4]=[CH:5][N:6]([NH:8][C:9]2[CH:16]=[CH:15][C:12]([C:13]#[N:14])=[CH:11][CH:10]=2)[CH:7]=1.[CH2:17]([O:24][C:25]1[CH:30]=[CH:29][C:28]([CH2:31]Cl)=[CH:27][C:26]=1[F:33])[C:18]1[CH:23]=[CH:22][CH:21]=[CH:20][CH:19]=1.C(OCC)(=O)C. (4) Given the product [C:1]([O:4][C@H:5]1[C@@H:10]([O:11][C:12](=[O:14])[CH3:13])[C@H:9]([O:15][C:16](=[O:18])[CH3:17])[C@@H:8]([O:19]/[C:20](/[C:29]([O:31][CH2:32][CH3:33])=[O:30])=[CH:21]\[C:22]2[CH:27]=[CH:26][CH:25]=[C:24]([O:40][CH3:39])[CH:23]=2)[O:7][C@H:6]1[CH2:34][O:35][C:36](=[O:38])[CH3:37])(=[O:3])[CH3:2], predict the reactants needed to synthesize it. The reactants are: [C:1]([O:4][C@@H:5]1[C@@H:10]([O:11][C:12](=[O:14])[CH3:13])[C@H:9]([O:15][C:16](=[O:18])[CH3:17])[C@@H:8]([O:19]/[C:20](/[C:29]([O:31][CH2:32][CH3:33])=[O:30])=[CH:21]\[C:22]2[CH:27]=[CH:26][CH:25]=[CH:24][C:23]=2F)[O:7][C@H:6]1[CH2:34][O:35][C:36](=[O:38])[CH3:37])(=[O:3])[CH3:2].[CH3:39][O:40]C1C=C(CC(=O)C(OCC)=O)C=CC=1.[H-].[Na+].[Br-].C(O[C@@H]1[C@@H](OC(=O)C)[C@@H](OC(=O)C)[C@@H](COC(=O)C)O[C@@H]1O)(=O)C. (5) Given the product [CH3:18][O:17][C:15]1[C:14]([C:19]2[S:20][CH:21]=[CH:22][CH:23]=2)=[CH:13][C:9]2[CH:10]([CH3:12])[CH2:11][NH:5][CH2:6][CH2:7][C:8]=2[CH:16]=1, predict the reactants needed to synthesize it. The reactants are: FC(F)(F)C([N:5]1[CH2:11][CH:10]([CH3:12])[C:9]2[CH:13]=[C:14]([C:19]3[S:20][CH:21]=[CH:22][CH:23]=3)[C:15]([O:17][CH3:18])=[CH:16][C:8]=2[CH2:7][CH2:6]1)=O.[OH-].[Na+].